Dataset: Forward reaction prediction with 1.9M reactions from USPTO patents (1976-2016). Task: Predict the product of the given reaction. (1) Given the reactants [I:1][C:2]1[CH:9]=[CH:8][CH:7]=[CH:6][C:3]=1[CH:4]=O.[PH2](=[CH:13][C:14]([O:16][CH2:17][CH3:18])=[O:15])[PH3][PH4], predict the reaction product. The product is: [I:1][C:2]1[CH:9]=[CH:8][CH:7]=[CH:6][C:3]=1[CH:4]=[CH:13][C:14]([O:16][CH2:17][CH3:18])=[O:15]. (2) Given the reactants [CH:1]([O:4][C:5]1[C:17]([O:18][CH3:19])=[CH:16][C:8]([O:9][CH2:10][C:11](OCC)=[O:12])=[C:7]([N+:20]([O-])=O)[CH:6]=1)([CH3:3])[CH3:2], predict the reaction product. The product is: [CH:1]([O:4][C:5]1[C:17]([O:18][CH3:19])=[CH:16][C:8]2[O:9][CH2:10][C:11](=[O:12])[NH:20][C:7]=2[CH:6]=1)([CH3:3])[CH3:2]. (3) Given the reactants [H-].[Na+].[C:3](#[N:7])[CH2:4][C:5]#[N:6].[C:8]([C:16]1[CH:24]=[CH:23][C:19]([C:20](Cl)=[O:21])=[CH:18][CH:17]=1)(=[O:15])[C:9]1[CH:14]=[CH:13][CH:12]=[CH:11][CH:10]=1.S(OC)(O[CH3:29])(=O)=O, predict the reaction product. The product is: [C:8]([C:16]1[CH:24]=[CH:23][C:19]([C:20]([O:21][CH3:29])=[C:4]([C:3]#[N:7])[C:5]#[N:6])=[CH:18][CH:17]=1)(=[O:15])[C:9]1[CH:14]=[CH:13][CH:12]=[CH:11][CH:10]=1.